Predict the product of the given reaction. From a dataset of Forward reaction prediction with 1.9M reactions from USPTO patents (1976-2016). (1) Given the reactants O[C:2]1[CH:3]=[C:4]([C:8]#N)[CH:5]=[N:6]C=1.C[Li].S(=O)(=O)(O)[OH:13].Cl.[Cl-].[Na+].CC[O:22][CH2:23][CH3:24], predict the reaction product. The product is: [C:3]([C:4]1[CH:8]=[C:23]([OH:22])[CH:24]=[N:6][CH:5]=1)(=[O:13])[CH3:2]. (2) Given the reactants [Cl:1][C:2]1[CH:7]=[CH:6][C:5]([C:8]2[CH:9]=[C:10]([C:20](O)=[O:21])[CH:11]=[N:12][C:13]=2[O:14][CH2:15][C:16]([F:19])([F:18])[F:17])=[CH:4][CH:3]=1.[CH3:23][CH:24]([C:26]1[S:27][CH:28]=[C:29]([CH2:31][NH2:32])[N:30]=1)[CH3:25], predict the reaction product. The product is: [Cl:1][C:2]1[CH:3]=[CH:4][C:5]([C:8]2[C:13]([O:14][CH2:15][C:16]([F:18])([F:17])[F:19])=[N:12][CH:11]=[C:10]([CH:9]=2)[C:20]([NH:32][CH2:31][C:29]2[N:30]=[C:26]([CH:24]([CH3:25])[CH3:23])[S:27][CH:28]=2)=[O:21])=[CH:6][CH:7]=1. (3) Given the reactants [C:1]([CH:3]1[CH2:8][CH2:7][CH2:6][NH:5][CH2:4]1)#[CH:2].C(N(CC)CC)C.[CH3:16][CH:17]([S:19](Cl)(=[O:21])=[O:20])[CH3:18], predict the reaction product. The product is: [C:1]([CH:3]1[CH2:8][CH2:7][CH2:6][N:5]([S:19]([CH:17]([CH3:18])[CH3:16])(=[O:21])=[O:20])[CH2:4]1)#[CH:2]. (4) Given the reactants [CH:1]1([S:4]([C:7]2[CH:12]=[CH:11][C:10]([CH:13]([CH2:31][CH:32]3[CH2:37][CH2:36][O:35][CH2:34][CH2:33]3)[C:14](=O)[CH2:15][CH2:16][C:17]([C:19]3[S:20][C:21]([CH:24]([OH:29])[C:25]([F:28])([F:27])[F:26])=[CH:22][N:23]=3)=O)=[CH:9][CH:8]=2)(=[O:6])=[O:5])[CH2:3][CH2:2]1.C([O-])(=O)C.[NH4+:42].[OH-].[Na+], predict the reaction product. The product is: [CH:1]1([S:4]([C:7]2[CH:12]=[CH:11][C:10]([CH:13]([C:14]3[NH:42][C:17]([C:19]4[S:20][C:21]([CH:24]([OH:29])[C:25]([F:28])([F:26])[F:27])=[CH:22][N:23]=4)=[CH:16][CH:15]=3)[CH2:31][CH:32]3[CH2:33][CH2:34][O:35][CH2:36][CH2:37]3)=[CH:9][CH:8]=2)(=[O:6])=[O:5])[CH2:3][CH2:2]1. (5) Given the reactants [C:1]([O:5][C:6]([N:8]([C:35]1[CH:40]=[CH:39][C:38]([O:41][CH2:42][CH2:43][O:44][CH3:45])=[CH:37][CH:36]=1)[C:9]1[N:14]2[N:15]=[CH:16][CH:17]=[C:13]2[N:12]=[C:11]([NH:18][C@H:19]2[CH2:24][CH2:23][CH2:22][N:21]([C:25]([O:27][C:28]([CH3:31])([CH3:30])[CH3:29])=[O:26])[CH2:20]2)[C:10]=1[CH2:32][CH2:33][OH:34])=[O:7])([CH3:4])([CH3:3])[CH3:2].C(N(CC)CC)C.[CH3:53][S:54](Cl)(=[O:56])=[O:55].[Cl-].[NH4+], predict the reaction product. The product is: [C:1]([O:5][C:6]([N:8]([C:35]1[CH:36]=[CH:37][C:38]([O:41][CH2:42][CH2:43][O:44][CH3:45])=[CH:39][CH:40]=1)[C:9]1[N:14]2[N:15]=[CH:16][CH:17]=[C:13]2[N:12]=[C:11]([NH:18][C@H:19]2[CH2:24][CH2:23][CH2:22][N:21]([C:25]([O:27][C:28]([CH3:29])([CH3:30])[CH3:31])=[O:26])[CH2:20]2)[C:10]=1[CH2:32][CH2:33][O:34][S:54]([CH3:53])(=[O:56])=[O:55])=[O:7])([CH3:4])([CH3:2])[CH3:3]. (6) Given the reactants [CH3:1][O:2][C:3]1[CH:4]=[C:5]([C:9]2[CH:10]=[N:11][NH:12][C:13]=2[NH2:14])[CH:6]=[CH:7][CH:8]=1.[O:15]1[CH2:20][CH2:19][O:18][C:17]2[CH:21]=[C:22]([C:25](=O)[CH2:26][C:27](OCC)=[O:28])[CH:23]=[CH:24][C:16]1=2, predict the reaction product. The product is: [O:15]1[CH2:20][CH2:19][O:18][C:17]2[CH:21]=[C:22]([C:25]3[NH:14][C:13]4[N:12]([N:11]=[CH:10][C:9]=4[C:5]4[CH:6]=[CH:7][CH:8]=[C:3]([O:2][CH3:1])[CH:4]=4)[C:27](=[O:28])[CH:26]=3)[CH:23]=[CH:24][C:16]1=2. (7) Given the reactants [CH3:1][O:2][C:3]1[CH:8]=[CH:7][C:6]([C:9]2[O:10][C:11]([CH2:22]O)=[C:12]([CH2:14][O:15][CH:16]3[CH2:21][CH2:20][CH2:19][CH2:18][O:17]3)[N:13]=2)=[CH:5][CH:4]=1.C(N(CC)CC)C.CS([Cl:35])(=O)=O, predict the reaction product. The product is: [Cl:35][CH2:22][C:11]1[O:10][C:9]([C:6]2[CH:7]=[CH:8][C:3]([O:2][CH3:1])=[CH:4][CH:5]=2)=[N:13][C:12]=1[CH2:14][O:15][CH:16]1[CH2:21][CH2:20][CH2:19][CH2:18][O:17]1.